Dataset: Forward reaction prediction with 1.9M reactions from USPTO patents (1976-2016). Task: Predict the product of the given reaction. (1) Given the reactants [ClH:1].[NH2:2][C:3](=[N:9][C:10]1[CH:11]=[C:12]([CH:30]=[CH:31][CH:32]=1)[CH2:13][NH:14][CH2:15][CH2:16][C:17]([NH:19][C:20]1[CH:21]=[C:22]2[C:26](=[CH:27][CH:28]=1)[N:25]([CH3:29])[CH2:24][CH2:23]2)=[O:18])[C:4]1[S:5][CH:6]=[CH:7][CH:8]=1.C(Br)[C:34]1[CH:39]=[CH:38][CH:37]=[CH:36][CH:35]=1, predict the reaction product. The product is: [ClH:1].[NH2:2][C:3](=[N:9][C:10]1[CH:11]=[C:12]([CH:30]=[CH:31][CH:32]=1)[CH2:13][NH:14][CH2:15][CH2:16][C:17]([NH:19][C:20]1[CH:21]=[C:22]2[C:26](=[CH:27][CH:28]=1)[N:25]([CH2:29][C:34]1[CH:39]=[CH:38][CH:37]=[CH:36][CH:35]=1)[CH2:24][CH2:23]2)=[O:18])[C:4]1[S:5][CH:6]=[CH:7][CH:8]=1. (2) The product is: [NH2:1][C:2]1[C:7]([C:8]([NH:10][C:11]2[CH:16]=[CH:15][CH:14]=[CH:13][C:12]=2[OH:17])=[O:9])=[C:6]([NH:19][C@H:20]([C:22]2[N:27]([C:28]3[CH:29]=[CH:30][CH:31]=[CH:32][CH:33]=3)[C:26](=[O:34])[C:25]3=[C:35]([CH3:38])[CH:36]=[CH:37][N:24]3[N:23]=2)[CH3:21])[N:5]=[CH:4][N:3]=1. Given the reactants [NH2:1][C:2]1[C:7]([C:8]([NH:10][C:11]2[CH:16]=[CH:15][CH:14]=[CH:13][C:12]=2[O:17]C)=[O:9])=[C:6]([NH:19][C@H:20]([C:22]2[N:27]([C:28]3[CH:33]=[CH:32][CH:31]=[CH:30][CH:29]=3)[C:26](=[O:34])[C:25]3=[C:35]([CH3:38])[CH:36]=[CH:37][N:24]3[N:23]=2)[CH3:21])[N:5]=[CH:4][N:3]=1.B(Br)(Br)Br, predict the reaction product. (3) Given the reactants [O:1]1[CH:5]=[CH:4][CH:3]=[C:2]1[C:6]1[C:10]([CH3:11])=[C:9]([C:12]([O:14][CH2:15][CH3:16])=[O:13])[O:8][N:7]=1.C1C(=O)N([Br:24])C(=O)C1.C(OOC(=O)C1C=CC=CC=1)(=O)C1C=CC=CC=1, predict the reaction product. The product is: [Br:24][C:5]1[O:1][C:2]([C:6]2[C:10]([CH3:11])=[C:9]([C:12]([O:14][CH2:15][CH3:16])=[O:13])[O:8][N:7]=2)=[CH:3][CH:4]=1. (4) Given the reactants [N+:1]([C:4]1[C:5]([NH:14][S:15]([CH3:18])(=[O:17])=[O:16])=[N:6][CH:7]=[C:8]([C:10]([F:13])([F:12])[F:11])[CH:9]=1)([O-])=O.[C:19](#N)[CH3:20].C([O-])(=O)C.[NH4+], predict the reaction product. The product is: [CH2:19]([NH:1][C:4]1[C:5]([NH:14][S:15]([CH3:18])(=[O:17])=[O:16])=[N:6][CH:7]=[C:8]([C:10]([F:13])([F:12])[F:11])[CH:9]=1)[CH3:20]. (5) Given the reactants [NH2:1][CH:2]1[CH2:11][CH2:10][CH2:9][C:8]2[CH:7]=[C:6]([CH2:12][OH:13])[CH:5]=[CH:4][C:3]1=2.[O:14](C(OC(C)(C)C)=O)[C:15]([O:17][C:18]([CH3:21])([CH3:20])[CH3:19])=O, predict the reaction product. The product is: [C:18]([O:17][C:15](=[O:14])[NH:1][CH:2]1[C:3]2[C:8](=[CH:7][C:6]([CH2:12][OH:13])=[CH:5][CH:4]=2)[CH2:9][CH2:10][CH2:11]1)([CH3:21])([CH3:20])[CH3:19]. (6) Given the reactants [F:1][C:2]1[CH:8]=[C:7]([S:9]C#N)[CH:6]=[CH:5][C:3]=1[NH2:4].[ClH:12], predict the reaction product. The product is: [ClH:12].[NH2:4][C:3]1[CH:5]=[CH:6][C:7]([SH:9])=[CH:8][C:2]=1[F:1]. (7) Given the reactants [F:1][C:2]([F:19])([F:18])[C:3]1[CH:8]=[CH:7][C:6]([C:9]2[C:10]([C:15](Cl)=[O:16])=[CH:11][CH:12]=[CH:13][CH:14]=2)=[CH:5][CH:4]=1.[NH2:20][C:21]1[CH:22]=[C:23]([CH:27]=[CH:28][CH:29]=1)[C:24]([OH:26])=[O:25].C/C(/O[Si](C)(C)C)=N\[Si](C)(C)C.O, predict the reaction product. The product is: [F:1][C:2]([F:19])([F:18])[C:3]1[CH:8]=[CH:7][C:6]([C:9]2[CH:14]=[CH:13][CH:12]=[CH:11][C:10]=2[C:15]([NH:20][C:21]2[CH:22]=[C:23]([CH:27]=[CH:28][CH:29]=2)[C:24]([OH:26])=[O:25])=[O:16])=[CH:5][CH:4]=1.